This data is from Forward reaction prediction with 1.9M reactions from USPTO patents (1976-2016). The task is: Predict the product of the given reaction. Given the reactants Br[C:2]1[CH:7]=[CH:6][C:5]([O:8][CH2:9][CH2:10][CH2:11][CH2:12][CH2:13][CH3:14])=[CH:4][CH:3]=1.C(N(CC)CC)C.C1(P(C2C=CC=CC=2)C2C=CC=CC=2)C=CC=CC=1.[C:41]([Si:43]([CH3:46])([CH3:45])[CH3:44])#[CH:42], predict the reaction product. The product is: [CH2:9]([O:8][C:5]1[CH:6]=[CH:7][C:2]([C:42]#[C:41][Si:43]([CH3:46])([CH3:45])[CH3:44])=[CH:3][CH:4]=1)[CH2:10][CH2:11][CH2:12][CH2:13][CH3:14].